This data is from CYP1A2 inhibition data for predicting drug metabolism from PubChem BioAssay. The task is: Regression/Classification. Given a drug SMILES string, predict its absorption, distribution, metabolism, or excretion properties. Task type varies by dataset: regression for continuous measurements (e.g., permeability, clearance, half-life) or binary classification for categorical outcomes (e.g., BBB penetration, CYP inhibition). Dataset: cyp1a2_veith. (1) The drug is COc1ccc(-c2c(C(C)=O)c(C)nc3sc4c(c23)NC(c2ccccc2)NC4=O)cc1. The result is 0 (non-inhibitor). (2) The molecule is O=C(Cn1cnc2cc(Cl)ccc2c1=O)Nc1ccc2c(c1)OCO2. The result is 0 (non-inhibitor). (3) The drug is COc1ccc(-c2cc(C(=O)O)c3c(C)nn(-c4ccccn4)c3n2)cc1. The result is 0 (non-inhibitor). (4) The molecule is O=C(O)/C=C\C(=O)N1Cc2cc3ccccc3nc2C1. The result is 0 (non-inhibitor).